From a dataset of Peptide-MHC class I binding affinity with 185,985 pairs from IEDB/IMGT. Regression. Given a peptide amino acid sequence and an MHC pseudo amino acid sequence, predict their binding affinity value. This is MHC class I binding data. (1) The peptide sequence is LGNQLLIAI. The MHC is Mamu-A2201 with pseudo-sequence Mamu-A2201. The binding affinity (normalized) is 0.263. (2) The peptide sequence is NMYSEICYS. The MHC is HLA-B27:03 with pseudo-sequence HLA-B27:03. The binding affinity (normalized) is 0.0847. (3) The peptide sequence is SIISTFHLS. The MHC is HLA-A02:06 with pseudo-sequence HLA-A02:06. The binding affinity (normalized) is 0.574. (4) The peptide sequence is ALFSGVSWV. The MHC is HLA-A02:06 with pseudo-sequence HLA-A02:06. The binding affinity (normalized) is 0.937.